Dataset: Reaction yield outcomes from USPTO patents with 853,638 reactions. Task: Predict the reaction yield, written as a fraction of the theoretical maximum amount of product (1.0 means a 100% yield; for example, 0.34 means a 34% yield). (1) The reactants are [C:1]([O:5][C:6]([N:8]1[CH2:13][CH:12]=[C:11]([C:14]2[CH:15]=[CH:16][C:17]3[O:26][CH2:25][CH2:24]C4N(N=C(C5N(CC(F)(F)F)N=CN=5)C=4)[C:18]=3[CH:37]=2)[CH2:10][CH2:9]1)=[O:7])([CH3:4])([CH3:3])[CH3:2].BrC1C=CC2OCC[C:48]3[C:44](=[N:45][N:46]([C:52]4[N:53]([C:57]5[CH:62]=[CH:61][CH:60]=[CH:59][C:58]=5[Cl:63])[N:54]=[CH:55][N:56]=4)[CH:47]=3)C=2C=1. No catalyst specified. The product is [C:1]([O:5][C:6]([N:8]1[CH2:13][CH:12]=[C:11]([C:14]2[CH:15]=[CH:16][C:17]3[O:26][CH2:25][CH2:24][C:48]4[C:44](=[N:45][N:46]([C:52]5[N:53]([C:57]6[CH:62]=[CH:61][CH:60]=[CH:59][C:58]=6[Cl:63])[N:54]=[CH:55][N:56]=5)[CH:47]=4)[C:18]=3[CH:37]=2)[CH2:10][CH2:9]1)=[O:7])([CH3:4])([CH3:2])[CH3:3]. The yield is 0.800. (2) The reactants are Br.[CH2:2]([C:4]1[N:5]=[C:6]([C@@H:9]([NH2:20])[CH2:10][C:11]2[CH:16]=[CH:15][C:14]([N+:17]([O-:19])=[O:18])=[CH:13][CH:12]=2)[S:7][CH:8]=1)[CH3:3].[C:21]1([C:27]([C:32]2[CH:37]=[CH:36][CH:35]=[CH:34][CH:33]=2)(C)[C:28]([OH:30])=O)[CH:26]=[CH:25][CH:24]=[CH:23][CH:22]=1.ON1C2C=CC=C[C:42]=2N=N1.CN(C)CCCN=C=NCC.C(N(CC)CC)C. The catalyst is CN(C=O)C.O. The product is [CH2:2]([C:4]1[N:5]=[C:6]([CH:9]([NH:20][C:28](=[O:30])[C@H:27]([C:32]2[CH:33]=[CH:34][CH:35]=[CH:36][CH:37]=2)[CH2:21][C:26]2[CH:42]=[CH:22][CH:23]=[CH:24][CH:25]=2)[CH2:10][C:11]2[CH:16]=[CH:15][C:14]([N+:17]([O-:19])=[O:18])=[CH:13][CH:12]=2)[S:7][CH:8]=1)[CH3:3]. The yield is 0.700. (3) The reactants are [CH3:1][O:2][C:3]([NH:5][CH:6]([CH:10]([CH3:12])[CH3:11])[C:7]([OH:9])=O)=[O:4].CN(C(ON1N=NC2C=CC=NC1=2)=[N+](C)C)C.F[P-](F)(F)(F)(F)F.[CH2:37]([O:39][C:40]([CH:42]1[CH2:49][C:45]2([CH2:48][CH2:47][CH2:46]2)[O:44][NH:43]1)=[O:41])[CH3:38].C(N(C(C)C)CC)(C)C. The catalyst is CN(C)C=O.C(OCC)(=O)C. The product is [CH2:37]([O:39][C:40]([CH:42]1[CH2:49][C:45]2([CH2:46][CH2:47][CH2:48]2)[O:44][N:43]1[C:7](=[O:9])[CH:6]([NH:5][C:3]([O:2][CH3:1])=[O:4])[CH:10]([CH3:12])[CH3:11])=[O:41])[CH3:38]. The yield is 0.720. (4) The reactants are [NH2:1][C:2]1[N:6]=[CH:5][N:4]([C:7]2[CH:14]=[CH:13][C:12](/[CH:15]=[CH:16]/[CH:17]([C:22]3[CH:27]=[C:26]([Cl:28])[C:25]([Cl:29])=[C:24]([Cl:30])[CH:23]=3)[C:18]([F:21])([F:20])[F:19])=[CH:11][C:8]=2[C:9]#[N:10])[N:3]=1.C(N(CC)CC)C.[CH:38]1([C:41](Cl)=[O:42])[CH2:40][CH2:39]1. The catalyst is C(Cl)Cl. The product is [C:9]([C:8]1[CH:11]=[C:12](/[CH:15]=[CH:16]/[CH:17]([C:22]2[CH:23]=[C:24]([Cl:30])[C:25]([Cl:29])=[C:26]([Cl:28])[CH:27]=2)[C:18]([F:19])([F:20])[F:21])[CH:13]=[CH:14][C:7]=1[N:4]1[CH:5]=[N:6][C:2]([NH:1][C:41]([CH:38]2[CH2:40][CH2:39]2)=[O:42])=[N:3]1)#[N:10]. The yield is 0.340. (5) The reactants are [Br:1][C:2]1[CH:3]=[C:4]([N:9]2[C:13](=[O:14])[O:12][N:11]=[C:10]2[C:15]2[C:19]([NH:20][CH2:21][CH2:22][CH2:23][O:24]C)=[N:18][O:17][N:16]=2)[CH:5]=[CH:6][C:7]=1[F:8].B(Br)(Br)Br. The catalyst is ClCCl. The product is [Br:1][C:2]1[CH:3]=[C:4]([N:9]2[C:13](=[O:14])[O:12][N:11]=[C:10]2[C:15]2[C:19]([NH:20][CH2:21][CH2:22][CH2:23][OH:24])=[N:18][O:17][N:16]=2)[CH:5]=[CH:6][C:7]=1[F:8]. The yield is 0.730. (6) The reactants are [C:1](=[O:12])([O:7][C:8]([CH3:11])([CH3:10])[CH3:9])OC(C)(C)C.[CH3:13][C:14]1[NH:15][C:16]2[C:21]([C:22]=1[CH2:23][C@@H:24]1[NH:28][CH2:27][C@H:26]([OH:29])[CH2:25]1)=[CH:20][CH:19]=[CH:18][CH:17]=2.C(N(CC)CC)C. The catalyst is ClCCl. The product is [C:8]([O:7][C:1]([N:28]1[CH2:27][C@H:26]([OH:29])[CH2:25][C@@H:24]1[CH2:23][C:22]1[C:21]2[C:16](=[CH:17][CH:18]=[CH:19][CH:20]=2)[NH:15][C:14]=1[CH3:13])=[O:12])([CH3:9])([CH3:10])[CH3:11]. The yield is 0.740. (7) The reactants are Cl[C:2]1[N:7]=[CH:6][N:5]=[C:4]([O:8][C:9]2[CH:14]=[CH:13][C:12]([NH:15][C:16]([NH:18][C:19]3[CH:24]=[CH:23][CH:22]=[CH:21][CH:20]=3)=[O:17])=[CH:11][CH:10]=2)[CH:3]=1.[F:25][C:26]1[CH:27]=[C:28]([CH:30]=[C:31]([F:33])[CH:32]=1)[NH2:29].C(OCC)(=O)C.O. The catalyst is CN1CCCC1=O.CCCCCC. The product is [F:25][C:26]1[CH:27]=[C:28]([NH:29][C:2]2[N:7]=[CH:6][N:5]=[C:4]([O:8][C:9]3[CH:14]=[CH:13][C:12]([NH:15][C:16]([NH:18][C:19]4[CH:24]=[CH:23][CH:22]=[CH:21][CH:20]=4)=[O:17])=[CH:11][CH:10]=3)[CH:3]=2)[CH:30]=[C:31]([F:33])[CH:32]=1. The yield is 0.200.